This data is from Forward reaction prediction with 1.9M reactions from USPTO patents (1976-2016). The task is: Predict the product of the given reaction. (1) Given the reactants [C:1]1([CH:11]=O)[C:10]2[C:5](=[CH:6][CH:7]=[CH:8][CH:9]=2)[CH:4]=[CH:3][CH:2]=1.C([O-])([O-])=O.[K+].[K+].[C:19]1(P(=O)(C2C=CC=CC=2)C2C=CC=CC=2)[CH:24]=CC=C[CH:20]=1.[PH4+], predict the reaction product. The product is: [CH2:19]([CH:24]=[CH:11][C:1]1[C:10]2[C:5](=[CH:6][CH:7]=[CH:8][CH:9]=2)[CH:4]=[CH:3][CH:2]=1)[CH3:20]. (2) Given the reactants [F:1][CH:2]([F:29])[O:3][C:4]1[CH:9]=[CH:8][C:7]([CH:10]2[CH2:15][N:14]([C:16]([N:18]3[CH2:23][CH2:22][S:21](=[O:25])(=[O:24])[CH2:20][CH2:19]3)=[O:17])[CH2:13][CH:12]([C:26]([OH:28])=O)[CH2:11]2)=[CH:6][CH:5]=1.O[NH:31][C:32]([CH:34]1[CH2:36][CH2:35]1)=[NH:33].CN(C(ON1N=NC2C=CC=NC1=2)=[N+](C)C)C.F[P-](F)(F)(F)(F)F.C(N(CC)C(C)C)(C)C, predict the reaction product. The product is: [CH:34]1([C:32]2[N:33]=[C:26]([CH:12]3[CH2:11][CH:10]([C:7]4[CH:6]=[CH:5][C:4]([O:3][CH:2]([F:29])[F:1])=[CH:9][CH:8]=4)[CH2:15][N:14]([C:16]([N:18]4[CH2:23][CH2:22][S:21](=[O:25])(=[O:24])[CH2:20][CH2:19]4)=[O:17])[CH2:13]3)[O:28][N:31]=2)[CH2:36][CH2:35]1. (3) Given the reactants [C:1]([O:5][C:6]([N:8]1[CH2:13][CH2:12][CH:11]([CH2:14][CH2:15][O:16][C:17]2[C:22]([C:23](=[O:32])[NH:24][CH2:25][C:26]3[CH:31]=[CH:30][CH:29]=[CH:28][CH:27]=3)=[C:21]([Cl:33])[N:20]=[C:19](S(C)(=O)=O)[N:18]=2)[CH2:10][CH2:9]1)=[O:7])([CH3:4])([CH3:3])[CH3:2].[C-:38]#[N:39].[Na+], predict the reaction product. The product is: [C:1]([O:5][C:6]([N:8]1[CH2:13][CH2:12][CH:11]([CH2:14][CH2:15][O:16][C:17]2[C:22]([C:23](=[O:32])[NH:24][CH2:25][C:26]3[CH:31]=[CH:30][CH:29]=[CH:28][CH:27]=3)=[C:21]([Cl:33])[N:20]=[C:19]([C:38]#[N:39])[N:18]=2)[CH2:10][CH2:9]1)=[O:7])([CH3:4])([CH3:3])[CH3:2].